Dataset: Full USPTO retrosynthesis dataset with 1.9M reactions from patents (1976-2016). Task: Predict the reactants needed to synthesize the given product. The reactants are: [Cl:1][O-].[Na+].[OH:4][C:5]1[N:13]=[CH:12][CH:11]=[CH:10][C:6]=1[C:7]([OH:9])=[O:8].S([O-])([O-])=O.[Na+].[Na+].Cl. Given the product [Cl:1][C:11]1[CH:12]=[N:13][C:5]([OH:4])=[C:6]([CH:10]=1)[C:7]([OH:9])=[O:8], predict the reactants needed to synthesize it.